This data is from Forward reaction prediction with 1.9M reactions from USPTO patents (1976-2016). The task is: Predict the product of the given reaction. Given the reactants [N:1]1[C:10]2[CH:9]([NH:11][CH2:12][CH2:13][CH2:14][CH2:15][NH:16]C(=O)OC(C)(C)C)[CH2:8][CH2:7][CH2:6][C:5]=2[CH:4]=[CH:3][CH:2]=1.[F:24][C:25]1[CH:26]=[CH:27][C:28]2[N:29]([CH:31]=[C:32]([CH:34]=O)[N:33]=2)[CH:30]=1, predict the reaction product. The product is: [F:24][C:25]1[CH:26]=[CH:27][C:28]2[N:29]([CH:31]=[C:32]([CH2:34][N:11]([CH:9]3[C:10]4[N:1]=[CH:2][CH:3]=[CH:4][C:5]=4[CH2:6][CH2:7][CH2:8]3)[CH2:12][CH2:13][CH2:14][CH2:15][NH2:16])[N:33]=2)[CH:30]=1.